From a dataset of M1 muscarinic receptor agonist screen with 61,833 compounds. Binary Classification. Given a drug SMILES string, predict its activity (active/inactive) in a high-throughput screening assay against a specified biological target. (1) The drug is O=C1NC(c2c1cccc2)CC(=O)N. The result is 0 (inactive). (2) The drug is S(CC(=O)N1C(C(=O)Nc2c1cccc2)(C)C)c1n(N)c(nn1)c1ccc(cc1)C. The result is 0 (inactive). (3) The result is 0 (inactive). The drug is Brc1cc(C\2N(C(=O)C(=O)C2=C(/O)c2ccc(F)cc2)c2noc(c2)C)ccc1. (4) The drug is O=C(Nc1c2c([nH]c1C(OCC)=O)cccc2)C(C)(C)C. The result is 0 (inactive).